Dataset: Aqueous solubility values for 9,982 compounds from the AqSolDB database. Task: Regression/Classification. Given a drug SMILES string, predict its absorption, distribution, metabolism, or excretion properties. Task type varies by dataset: regression for continuous measurements (e.g., permeability, clearance, half-life) or binary classification for categorical outcomes (e.g., BBB penetration, CYP inhibition). For this dataset (solubility_aqsoldb), we predict Y. (1) The drug is CCC(CC)CC1(C#N)CCCCC1. The Y is -6.59 log mol/L. (2) The Y is -6.88 log mol/L. The drug is CCCCCCCCCCCCCCCCCCCCCC(=O)[O-].[Li+]. (3) The Y is -4.80 log mol/L. The drug is CC12CC1(C)C(=O)N(c1cc(Cl)cc(Cl)c1)C2=O. (4) The molecule is CNC1=Nc2ccc(Cl)cc2C(c2ccccc2)=[N+](O)C1. The Y is -3.39 log mol/L. (5) The Y is -2.30 log mol/L. The molecule is Cc1c(NC(=O)Nc2ccccc2)c(=O)n(-c2ccccc2)n1C. (6) The molecule is [Al+3].[Cl-].[Cl-].[Cl-].[Cl-].[Cl-].[Cl-].[Cl-].[Ti+4]. The Y is -0.111 log mol/L. (7) The molecule is Nc1cnc2cncnc2n1. The Y is -2.31 log mol/L. (8) The drug is CSc1ccc(C(=O)c2cc(CC(=O)O)cc3ccoc23)cc1. The Y is -5.51 log mol/L. (9) The compound is CCN(CC)c1ccc(C=CC2=[N+](C)c3ccccc3C2(C)C)cc1.O=P([O-])(O)O. The Y is -1.00 log mol/L. (10) The compound is O=S=O. The Y is 0.224 log mol/L.